This data is from Forward reaction prediction with 1.9M reactions from USPTO patents (1976-2016). The task is: Predict the product of the given reaction. Given the reactants C(O[C:4]([C:6]1[N:11]=[C:10]([Br:12])[C:9]2[S:13][C:14]([C:16]3[CH:21]=[CH:20][CH:19]=[CH:18][CH:17]=3)=[N:15][C:8]=2[C:7]=1[OH:22])=[O:5])C.[NH2:23][CH2:24][C:25]([OH:27])=[O:26], predict the reaction product. The product is: [Br:12][C:10]1[C:9]2[S:13][C:14]([C:16]3[CH:17]=[CH:18][CH:19]=[CH:20][CH:21]=3)=[N:15][C:8]=2[C:7]([OH:22])=[C:6]([C:4]([NH:23][CH2:24][C:25]([OH:27])=[O:26])=[O:5])[N:11]=1.